Dataset: Retrosynthesis with 50K atom-mapped reactions and 10 reaction types from USPTO. Task: Predict the reactants needed to synthesize the given product. (1) Given the product CC(C)C[C@@H](C(=O)NN1C(=O)N[C@@H](C(C)C)C1=O)[C@H](CNC(=O)c1ccccc1)C(=O)NO, predict the reactants needed to synthesize it. The reactants are: CC(C)C[C@@H](C(=O)NN1C(=O)N[C@@H](C(C)C)C1=O)[C@H](CNC(=O)c1ccccc1)C(=O)NOC1CCCCO1. (2) Given the product Cc1c(OCC(=O)NS(C)(=O)=O)cccc1-n1nc2c(c1N)c(=O)[nH]c1ccccc12, predict the reactants needed to synthesize it. The reactants are: CS(N)(=O)=O.Cc1c(OCC(=O)O)cccc1-n1nc2c(c1N)c(=O)[nH]c1ccccc12. (3) Given the product CCNC(=O)C1CCCN(C(=O)Cc2cccs2)C1, predict the reactants needed to synthesize it. The reactants are: CCN.O=C(Cl)C1CCCN(C(=O)Cc2cccs2)C1. (4) Given the product NC(=O)c1cccc2c1c1c(OCC(=O)O)cccc1n2Cc1cccc(I)c1, predict the reactants needed to synthesize it. The reactants are: COC(=O)COc1cccc2c1c1c(C(N)=O)cccc1n2Cc1cccc(I)c1.